Dataset: Catalyst prediction with 721,799 reactions and 888 catalyst types from USPTO. Task: Predict which catalyst facilitates the given reaction. (1) Reactant: [CH2:1]=[C:2]1[C:14](=[O:15])[C:13]2[C:12]3[C:7](=[CH:8][CH:9]=[CH:10][CH:11]=3)[N:6]([CH2:16][CH2:17][CH2:18][CH2:19][CH2:20][C:21]([O:23][CH2:24][CH3:25])=[O:22])[C:5]=2[CH2:4][CH2:3]1.[CH2:26]([N:28]1[CH2:33][CH2:32][NH:31][CH2:30][CH2:29]1)[CH3:27]. Product: [CH2:26]([N:28]1[CH2:33][CH2:32][N:31]([CH2:1][CH:2]2[C:14](=[O:15])[C:13]3[C:12]4[C:7](=[CH:8][CH:9]=[CH:10][CH:11]=4)[N:6]([CH2:16][CH2:17][CH2:18][CH2:19][CH2:20][C:21]([O:23][CH2:24][CH3:25])=[O:22])[C:5]=3[CH2:4][CH2:3]2)[CH2:30][CH2:29]1)[CH3:27]. The catalyst class is: 11. (2) Reactant: [CH2:1]([O:19][C@H:20]1[C@H:24]([O:25][CH2:26][CH2:27][CH2:28][CH2:29][CH2:30][CH2:31][CH2:32][CH2:33]/[CH:34]=[CH:35]\[CH2:36]/[CH:37]=[CH:38]\[CH2:39][CH2:40][CH2:41][CH2:42][CH3:43])[CH2:23][N:22]([CH2:44][CH2:45][CH2:46][OH:47])[CH2:21]1)[CH2:2][CH2:3][CH2:4][CH2:5][CH2:6][CH2:7][CH2:8]/[CH:9]=[CH:10]\[CH2:11]/[CH:12]=[CH:13]\[CH2:14][CH2:15][CH2:16][CH2:17][CH3:18].C(N(CC)CC)C.[CH3:55][S:56](O)(=[O:58])=[O:57]. Product: [CH3:55][S:56]([O:47][CH2:46][CH2:45][CH2:44][N:22]1[CH2:23][C@@H:24]([O:25][CH2:26][CH2:27][CH2:28][CH2:29][CH2:30][CH2:31][CH2:32][CH2:33]/[CH:34]=[CH:35]\[CH2:36]/[CH:37]=[CH:38]\[CH2:39][CH2:40][CH2:41][CH2:42][CH3:43])[C@H:20]([O:19][CH2:1][CH2:2][CH2:3][CH2:4][CH2:5][CH2:6][CH2:7][CH2:8]/[CH:9]=[CH:10]\[CH2:11]/[CH:12]=[CH:13]\[CH2:14][CH2:15][CH2:16][CH2:17][CH3:18])[CH2:21]1)(=[O:58])=[O:57]. The catalyst class is: 4. (3) Reactant: N[CH:2]([C:4]1[N:5]([C:16]2[CH:21]=[CH:20][CH:19]=[CH:18][CH:17]=2)[C:6](=[O:15])[C:7]2[C:12]([CH:13]=1)=[CH:11][CH:10]=[CH:9][C:8]=2[Cl:14])[CH3:3].N([O-])=[O:23].[Na+].C(=O)(O)[O-].[Na+]. Product: [Cl:14][C:8]1[CH:9]=[CH:10][CH:11]=[C:12]2[C:7]=1[C:6](=[O:15])[N:5]([C:16]1[CH:21]=[CH:20][CH:19]=[CH:18][CH:17]=1)[C:4]([CH:2]([OH:23])[CH3:3])=[CH:13]2. The catalyst class is: 6. (4) Reactant: C[O:2][C:3](=[O:36])[CH2:4][CH2:5][C:6]1[CH:11]=[C:10]([CH3:12])[C:9]([C:13]2[NH:17][C:16]3[CH:18]=[C:19]([C:22]4[O:23][C:24]([NH:27][C:28]5[CH:33]=[CH:32][CH:31]=[C:30]([Cl:34])[CH:29]=5)=[N:25][N:26]=4)[CH:20]=[CH:21][C:15]=3[N:14]=2)=[C:8]([CH3:35])[CH:7]=1.[OH-].[Na+]. Product: [Cl:34][C:30]1[CH:29]=[C:28]([NH:27][C:24]2[O:23][C:22]([C:19]3[CH:20]=[CH:21][C:15]4[N:14]=[C:13]([C:9]5[C:8]([CH3:35])=[CH:7][C:6]([CH2:5][CH2:4][C:3]([OH:36])=[O:2])=[CH:11][C:10]=5[CH3:12])[NH:17][C:16]=4[CH:18]=3)=[N:26][N:25]=2)[CH:33]=[CH:32][CH:31]=1. The catalyst class is: 5. (5) Reactant: [CH3:1][N:2]([CH:12]1[CH:17]([CH3:18])[CH2:16][CH2:15][NH:14][CH2:13]1)[C:3]1[C:4]2[CH:11]=[CH:10][NH:9][C:5]=2[N:6]=[CH:7][N:8]=1.[C:19]([CH2:21][C:22](OCC)=[O:23])#[N:20].C(N(CC)CC)C.C(O)(=O)CC(CC(O)=O)(C(O)=O)O. Product: [CH3:18][C@@H:17]1[CH2:16][CH2:15][N:14]([C:22](=[O:23])[CH2:21][C:19]#[N:20])[CH2:13][C@@H:12]1[N:2]([CH3:1])[C:3]1[C:4]2[CH:11]=[CH:10][NH:9][C:5]=2[N:6]=[CH:7][N:8]=1. The catalyst class is: 226. (6) Reactant: [S:1]1[CH:5]=C[C:3]([CH2:6][NH:7][C:8]2[CH:15]=[CH:14][C:13]([C:16]([F:19])([F:18])[F:17])=[CH:12][C:9]=2[C:10]#[N:11])=[CH:2]1.[CH3:20]C(C)([O-])C.[K+].Br[CH2:27][C:28]([O:30][C:31]([CH3:34])([CH3:33])[CH3:32])=[O:29].C(OCC)(=O)C. Product: [C:31]([O:30][C:28]([C:27]1[N:7]([C:6]2[CH:3]=[CH:2][S:1][CH:5]=2)[C:8]2[C:9]([C:10]=1[NH2:11])=[C:12]([CH3:20])[C:13]([C:16]([F:17])([F:18])[F:19])=[CH:14][CH:15]=2)=[O:29])([CH3:34])([CH3:33])[CH3:32]. The catalyst class is: 213.